This data is from Full USPTO retrosynthesis dataset with 1.9M reactions from patents (1976-2016). The task is: Predict the reactants needed to synthesize the given product. (1) Given the product [C:26]([O:30][C:31](=[O:40])[NH:32][C@H:33]1[CH2:34][CH2:35][C@@H:36]([NH:39][C:7]([C:6]2[C:5]([NH:11][CH:12]3[CH2:17][CH2:16][N:15]([CH3:18])[CH2:14][CH2:13]3)=[N:4][CH:3]=[C:2]([F:1])[CH:10]=2)=[O:9])[CH2:37][CH2:38]1)([CH3:29])([CH3:27])[CH3:28], predict the reactants needed to synthesize it. The reactants are: [F:1][C:2]1[CH:3]=[N:4][C:5]([NH:11][CH:12]2[CH2:17][CH2:16][N:15]([CH3:18])[CH2:14][CH2:13]2)=[C:6]([CH:10]=1)[C:7]([OH:9])=O.C(N(CC)CC)C.[C:26]([O:30][C:31](=[O:40])[NH:32][CH:33]1[CH2:38][CH2:37][CH:36]([NH2:39])[CH2:35][CH2:34]1)([CH3:29])([CH3:28])[CH3:27]. (2) Given the product [NH2:1][C:2]1[N:10]=[CH:9][N:8]=[C:7]2[C:3]=1[N:4]=[CH:5][N:6]2[C@H:11]1[C@@H:15]2[O:16][C:17]([CH3:20])([CH3:19])[O:18][C@@H:14]2[C@@H:13]([CH2:21][N:22]([CH:37]([CH3:39])[CH3:38])[CH2:23][CH2:24][CH2:25][CH2:26][C:27]([OH:29])=[O:28])[O:12]1, predict the reactants needed to synthesize it. The reactants are: [NH2:1][C:2]1[N:10]=[CH:9][N:8]=[C:7]2[C:3]=1[N:4]=[CH:5][N:6]2[C@H:11]1[C@@H:15]2[O:16][C:17]([CH3:20])([CH3:19])[O:18][C@@H:14]2[C@@H:13]([CH2:21][N:22]([CH:37]([CH3:39])[CH3:38])[CH2:23][CH2:24][CH2:25][CH2:26][C:27]([O:29]CC2C=CC=CC=2)=[O:28])[O:12]1. (3) The reactants are: [F:1][C:2]([F:13])([F:12])[C:3]1[CH:4]=[C:5]([N:9]=[C:10]=[O:11])[CH:6]=[CH:7][CH:8]=1.[CH3:14][S:15][C:16]1[N:21]=[C:20]([O:22][C:23]2[CH:28]=[CH:27][C:26]([NH2:29])=[CH:25][CH:24]=2)[CH:19]=[CH:18][N:17]=1. Given the product [CH3:14][S:15][C:16]1[N:21]=[C:20]([O:22][C:23]2[CH:28]=[CH:27][C:26]([NH:29][C:10]([NH:9][C:5]3[CH:6]=[CH:7][CH:8]=[C:3]([C:2]([F:12])([F:13])[F:1])[CH:4]=3)=[O:11])=[CH:25][CH:24]=2)[CH:19]=[CH:18][N:17]=1, predict the reactants needed to synthesize it. (4) Given the product [CH3:35][CH:36]([CH3:72])[C@H:37]([N:42]1[CH2:50][C:49]2[C:44](=[CH:45][CH:46]=[C:47]([C:51]3[CH:52]=[CH:53][C:54]([NH:57][C:58]([NH:60][C:61]4[CH:62]=[CH:63][C:64]([C:67]([F:70])([F:68])[F:69])=[CH:65][CH:66]=4)=[O:59])=[CH:55][CH:56]=3)[CH:48]=2)[C:43]1=[O:71])[C:38]([OH:40])=[O:39], predict the reactants needed to synthesize it. The reactants are: FC1C=CC(NC(=O)NC2C=CC(C3C=C4C(=CC=3)C(=O)N([C@@H](C(C)C)C(O)=O)C4)=CC=2)=CC=1.[CH3:35][CH:36]([CH3:72])[C@H:37]([N:42]1[CH2:50][C:49]2[C:44](=[CH:45][CH:46]=[C:47]([C:51]3[CH:56]=[CH:55][C:54]([NH:57][C:58]([NH:60][C:61]4[CH:66]=[CH:65][C:64]([C:67]([F:70])([F:69])[F:68])=[CH:63][CH:62]=4)=[O:59])=[CH:53][CH:52]=3)[CH:48]=2)[C:43]1=[O:71])[C:38]([O:40]C)=[O:39]. (5) Given the product [Cl:1][C:2]1[CH:7]=[CH:6][C:5]([C:8]2[C:12]([CH2:13][O:14][C:15]3[CH:20]=[CH:19][C:18]([CH2:21][CH2:22][C:23]([OH:25])=[O:24])=[C:17]([F:28])[C:16]=3[F:29])=[C:11]([C:30]([F:33])([F:32])[F:31])[S:10][N:9]=2)=[CH:4][CH:3]=1, predict the reactants needed to synthesize it. The reactants are: [Cl:1][C:2]1[CH:7]=[CH:6][C:5]([C:8]2[C:12]([CH2:13][O:14][C:15]3[CH:20]=[CH:19][C:18]([CH2:21][CH2:22][C:23]([O:25]CC)=[O:24])=[C:17]([F:28])[C:16]=3[F:29])=[C:11]([C:30]([F:33])([F:32])[F:31])[S:10][N:9]=2)=[CH:4][CH:3]=1.O1CCCC1.[Li+].[OH-].Cl.